This data is from NCI-60 drug combinations with 297,098 pairs across 59 cell lines. The task is: Regression. Given two drug SMILES strings and cell line genomic features, predict the synergy score measuring deviation from expected non-interaction effect. (1) Drug 1: C1=NC2=C(N=C(N=C2N1C3C(C(C(O3)CO)O)F)Cl)N. Drug 2: C1=NC(=NC(=O)N1C2C(C(C(O2)CO)O)O)N. Cell line: HCT-15. Synergy scores: CSS=10.9, Synergy_ZIP=-1.01, Synergy_Bliss=7.54, Synergy_Loewe=3.08, Synergy_HSA=7.38. (2) Drug 1: CN(C)N=NC1=C(NC=N1)C(=O)N. Drug 2: CC1=C(C(=O)C2=C(C1=O)N3CC4C(C3(C2COC(=O)N)OC)N4)N. Cell line: HS 578T. Synergy scores: CSS=18.8, Synergy_ZIP=2.63, Synergy_Bliss=8.51, Synergy_Loewe=2.35, Synergy_HSA=8.01. (3) Drug 1: CC1=C(C(CCC1)(C)C)C=CC(=CC=CC(=CC(=O)O)C)C. Drug 2: N.N.Cl[Pt+2]Cl. Cell line: SNB-75. Synergy scores: CSS=31.0, Synergy_ZIP=-10.2, Synergy_Bliss=-2.76, Synergy_Loewe=0.102, Synergy_HSA=0.891. (4) Drug 1: CN1CCC(CC1)COC2=C(C=C3C(=C2)N=CN=C3NC4=C(C=C(C=C4)Br)F)OC. Drug 2: CS(=O)(=O)C1=CC(=C(C=C1)C(=O)NC2=CC(=C(C=C2)Cl)C3=CC=CC=N3)Cl. Cell line: T-47D. Synergy scores: CSS=8.93, Synergy_ZIP=-3.48, Synergy_Bliss=0.888, Synergy_Loewe=-2.07, Synergy_HSA=0.687. (5) Drug 1: CNC(=O)C1=CC=CC=C1SC2=CC3=C(C=C2)C(=NN3)C=CC4=CC=CC=N4. Drug 2: COCCOC1=C(C=C2C(=C1)C(=NC=N2)NC3=CC=CC(=C3)C#C)OCCOC.Cl. Cell line: SK-MEL-5. Synergy scores: CSS=-4.76, Synergy_ZIP=0.892, Synergy_Bliss=-1.40, Synergy_Loewe=-8.64, Synergy_HSA=-7.71. (6) Drug 1: C1CCN(CC1)CCOC2=CC=C(C=C2)C(=O)C3=C(SC4=C3C=CC(=C4)O)C5=CC=C(C=C5)O. Drug 2: C(CCl)NC(=O)N(CCCl)N=O. Cell line: EKVX. Synergy scores: CSS=-2.17, Synergy_ZIP=2.55, Synergy_Bliss=2.75, Synergy_Loewe=-1.56, Synergy_HSA=-1.74. (7) Drug 1: CC1C(C(CC(O1)OC2CC(CC3=C2C(=C4C(=C3O)C(=O)C5=C(C4=O)C(=CC=C5)OC)O)(C(=O)C)O)N)O.Cl. Drug 2: CS(=O)(=O)CCNCC1=CC=C(O1)C2=CC3=C(C=C2)N=CN=C3NC4=CC(=C(C=C4)OCC5=CC(=CC=C5)F)Cl. Cell line: DU-145. Synergy scores: CSS=26.4, Synergy_ZIP=2.60, Synergy_Bliss=10.0, Synergy_Loewe=2.56, Synergy_HSA=7.88.